This data is from Forward reaction prediction with 1.9M reactions from USPTO patents (1976-2016). The task is: Predict the product of the given reaction. Given the reactants [F:1][C:2]([F:17])([F:16])[CH2:3][S:4][CH2:5][C:6]([C:8]1[CH:15]=[CH:14][C:11]([C:12]#[N:13])=[CH:10][CH:9]=1)=[O:7].[CH2:18](O)[CH2:19][OH:20].C1(C)C=CC(S(O)(=O)=O)=CC=1, predict the reaction product. The product is: [F:17][C:2]([F:1])([F:16])[CH2:3][S:4][CH2:5][C:6]1([O:20][CH2:19][CH2:18][O:7]1)[C:8]1[CH:15]=[CH:14][C:11]([C:12]#[N:13])=[CH:10][CH:9]=1.